Dataset: Peptide-MHC class II binding affinity with 134,281 pairs from IEDB. Task: Regression. Given a peptide amino acid sequence and an MHC pseudo amino acid sequence, predict their binding affinity value. This is MHC class II binding data. (1) The peptide sequence is APYHFDLSGHAFGSMAKKGE. The MHC is H-2-IAd with pseudo-sequence H-2-IAd. The binding affinity (normalized) is 0.164. (2) The peptide sequence is TVKVEPHTGDYVAAN. The MHC is DRB1_0701 with pseudo-sequence DRB1_0701. The binding affinity (normalized) is 0.229. (3) The MHC is DRB5_0101 with pseudo-sequence DRB5_0101. The peptide sequence is FLLMYEMHRESLLKS. The binding affinity (normalized) is 0.909. (4) The peptide sequence is DEINTIFSDYIPYVF. The MHC is DRB1_0301 with pseudo-sequence DRB1_0301. The binding affinity (normalized) is 0.470. (5) The peptide sequence is TILPLMALLTPVTMA. The MHC is HLA-DQA10501-DQB10402 with pseudo-sequence HLA-DQA10501-DQB10402. The binding affinity (normalized) is 0.650. (6) The peptide sequence is CSAVPVHWVPTSRTTW. The MHC is DRB1_0802 with pseudo-sequence DRB1_0802. The binding affinity (normalized) is 0.631. (7) The peptide sequence is GCGSCFEIKCTKPEA. The MHC is DRB1_0101 with pseudo-sequence DRB1_0101. The binding affinity (normalized) is 0.186.